This data is from NCI-60 drug combinations with 297,098 pairs across 59 cell lines. The task is: Regression. Given two drug SMILES strings and cell line genomic features, predict the synergy score measuring deviation from expected non-interaction effect. Drug 1: C1=CC(=CC=C1CC(C(=O)O)N)N(CCCl)CCCl.Cl. Drug 2: CCC1(C2=C(COC1=O)C(=O)N3CC4=CC5=C(C=CC(=C5CN(C)C)O)N=C4C3=C2)O.Cl. Cell line: SW-620. Synergy scores: CSS=26.7, Synergy_ZIP=-12.4, Synergy_Bliss=-0.356, Synergy_Loewe=-13.3, Synergy_HSA=-0.746.